From a dataset of Forward reaction prediction with 1.9M reactions from USPTO patents (1976-2016). Predict the product of the given reaction. (1) Given the reactants [Br:1][C:2]1[CH:7]=[CH:6][C:5]([CH:8]([CH2:12][NH:13][CH3:14])[CH2:9][CH2:10][OH:11])=[CH:4][CH:3]=1.N1C=CN=C1.[CH:20]([Si:23]([CH:28]([CH3:30])[CH3:29])([CH:25]([CH3:27])[CH3:26])Cl)([CH3:22])[CH3:21], predict the reaction product. The product is: [Br:1][C:2]1[CH:3]=[CH:4][C:5]([CH:8]([CH2:9][CH2:10][O:11][Si:23]([CH:28]([CH3:30])[CH3:29])([CH:25]([CH3:27])[CH3:26])[CH:20]([CH3:22])[CH3:21])[CH2:12][NH:13][CH3:14])=[CH:6][CH:7]=1. (2) Given the reactants Br[C:2]1[C:10]2[C:6](=[N:7][O:8][N:9]=2)[CH:5]=[C:4]([Br:11])[CH:3]=1.[F:12][C:13]1[CH:21]=[CH:20][C:16]([CH2:17][NH:18][CH3:19])=[CH:15][CH:14]=1.CN1C(=O)CCC1.CCN(C(C)C)C(C)C, predict the reaction product. The product is: [Br:11][C:4]1[CH:3]=[C:2]([N:18]([CH2:17][C:16]2[CH:20]=[CH:21][C:13]([F:12])=[CH:14][CH:15]=2)[CH3:19])[C:10]2[C:6]([CH:5]=1)=[N:7][O:8][N:9]=2. (3) Given the reactants [CH3:1][N:2]1[C:7](=[O:8])[CH2:6][N:5]2[N:9]=[C:10]([N+:12]([O-])=O)[CH:11]=[C:4]2[CH2:3]1.[H][H], predict the reaction product. The product is: [NH2:12][C:10]1[CH:11]=[C:4]2[CH2:3][N:2]([CH3:1])[C:7](=[O:8])[CH2:6][N:5]2[N:9]=1. (4) Given the reactants C(C1C=C(O)C(=O)NN=1)C.C([O:18][C:19]1[N:20]=[N:21][C:22]([CH:33]2[CH2:35][CH2:34]2)=[CH:23][C:24]=1[O:25]CC1C=CC=CC=1)C1C=CC=CC=1, predict the reaction product. The product is: [CH:33]1([C:22]2[CH:23]=[C:24]([OH:25])[C:19](=[O:18])[NH:20][N:21]=2)[CH2:35][CH2:34]1. (5) Given the reactants [N:1]1[N:5]2[C:9](=[O:10])[C:4]3[N:5]([N:1]=[CH:2][CH:3]=3)[C:9](=[O:10])[C:4]2=[CH:3][CH:2]=1.[Cl:15][C:16]1[CH:22]=[CH:21][CH:20]=[C:19]([Cl:23])[C:17]=1[NH2:18], predict the reaction product. The product is: [Cl:15][C:16]1[CH:22]=[CH:21][CH:20]=[C:19]([Cl:23])[C:17]=1[NH:18][C:9]([C:4]1[CH:3]=[CH:2][NH:1][N:5]=1)=[O:10].